This data is from Reaction yield outcomes from USPTO patents with 853,638 reactions. The task is: Predict the reaction yield, written as a fraction of the theoretical maximum amount of product (1.0 means a 100% yield; for example, 0.34 means a 34% yield). (1) The reactants are C(OC([N:8]1[CH2:12][C@@H:11]([OH:13])[C@H:10]([N:14]2[CH2:20][CH2:19][CH2:18][N:17]([C:21]3[CH:26]=[CH:25][C:24]([Cl:27])=[CH:23][CH:22]=3)[CH2:16][CH2:15]2)[CH2:9]1)=O)(C)(C)C.Cl.O1CCOCC1. The catalyst is C(Cl)Cl. The product is [Cl:27][C:24]1[CH:25]=[CH:26][C:21]([N:17]2[CH2:18][CH2:19][CH2:20][N:14]([C@@H:10]3[CH2:9][NH:8][CH2:12][C@H:11]3[OH:13])[CH2:15][CH2:16]2)=[CH:22][CH:23]=1. The yield is -1.00. (2) The reactants are [NH2:1][C:2]1[C:3]([O:15][CH3:16])=[C:4]([CH:9]([OH:14])[C:10]([F:13])([F:12])[F:11])[CH:5]=[C:6](Br)[CH:7]=1.[NH:17]1[CH2:22][CH2:21][O:20][CH2:19][CH2:18]1.N1CCC[C@H]1C(O)=O.C(=O)([O-])[O-].[K+].[K+].[Cl-].[NH4+]. The catalyst is CS(C)=O.[Cu](I)I. The product is [NH2:1][C:2]1[C:3]([O:15][CH3:16])=[C:4]([CH:9]([OH:14])[C:10]([F:13])([F:12])[F:11])[CH:5]=[C:6]([N:17]2[CH2:22][CH2:21][O:20][CH2:19][CH2:18]2)[CH:7]=1. The yield is 0.680. (3) The product is [Cl:12][CH2:13][CH2:14][O:15][CH2:16][CH2:17][N:7]1[C:8]2[C:4](=[CH:3][C:2]([Cl:1])=[CH:10][CH:9]=2)[C:5]([I:11])=[N:6]1. The reactants are [Cl:1][C:2]1[CH:3]=[C:4]2[C:8](=[CH:9][CH:10]=1)[NH:7][N:6]=[C:5]2[I:11].[Cl:12][CH2:13][CH2:14][O:15][CH2:16][CH2:17]Cl. No catalyst specified. The yield is 0.540. (4) The reactants are [NH2:1][CH2:2][C:3]1[CH:8]=[CH:7][C:6]([NH:9][C:10]2[CH:15]=[CH:14][CH:13]=[CH:12][CH:11]=2)=[CH:5][CH:4]=1.[NH2:16][C:17]1[N:25]=[C:24]([Cl:26])[CH:23]=[CH:22][C:18]=1[C:19](O)=[O:20].F[P-](F)(F)(F)(F)F.N1(O[P+](N(C)C)(N(C)C)N(C)C)C2C=CC=CC=2N=N1.C(N(CC)CC)C. The catalyst is CN(C)C=O.O.C(OCC)(=O)C. The product is [NH2:16][C:17]1[N:25]=[C:24]([Cl:26])[CH:23]=[CH:22][C:18]=1[C:19]([NH:1][CH2:2][C:3]1[CH:8]=[CH:7][C:6]([NH:9][C:10]2[CH:11]=[CH:12][CH:13]=[CH:14][CH:15]=2)=[CH:5][CH:4]=1)=[O:20]. The yield is 0.590. (5) The reactants are [CH2:1]([C@H:3]1[CH2:8][N:7]([CH:9]2[CH2:12][O:11][CH2:10]2)[CH2:6][CH2:5][N:4]1[C:13]1[CH:14]=[CH:15][C:16]([NH:19][C:20]2[C:21](=[O:36])[N:22]([CH3:35])[CH:23]=[C:24](B3OC(C)(C)C(C)(C)O3)[CH:25]=2)=[N:17][CH:18]=1)[CH3:2].[C:37]([O:40][CH2:41][C:42]1[C:47]([N:48]2[CH2:59][CH2:58][N:57]3[C:50](=[CH:51][C:52]4[CH2:53][C:54]([CH3:61])([CH3:60])[CH2:55][C:56]=43)[C:49]2=[O:62])=[CH:46][C:45]([F:63])=[CH:44][C:43]=1B1OC(C)(C)C(C)(C)O1)(=[O:39])[CH3:38].[O-]P([O-])([O-])=O.[K+].[K+].[K+].C([O-])(=O)C.[Na+]. The catalyst is C1C=CC(P(C2C=CC=CC=2)[C-]2C=CC=C2)=CC=1.C1C=CC(P(C2C=CC=CC=2)[C-]2C=CC=C2)=CC=1.Cl[Pd]Cl.[Fe+2].O.C(#N)C. The product is [C:37]([O:40][CH2:41][C:42]1[C:43]([C:24]2[CH:25]=[C:20]([NH:19][C:16]3[CH:15]=[CH:14][C:13]([N:4]4[CH2:5][CH2:6][N:7]([CH:9]5[CH2:10][O:11][CH2:12]5)[CH2:8][C@@H:3]4[CH2:1][CH3:2])=[CH:18][N:17]=3)[C:21](=[O:36])[N:22]([CH3:35])[CH:23]=2)=[CH:44][C:45]([F:63])=[CH:46][C:47]=1[N:48]1[CH2:59][CH2:58][N:57]2[C:50](=[CH:51][C:52]3[CH2:53][C:54]([CH3:61])([CH3:60])[CH2:55][C:56]=32)[C:49]1=[O:62])(=[O:39])[CH3:38]. The yield is 0.390. (6) The reactants are I[CH2:2][C@@H:3]([CH3:16])[CH2:4][N:5]1[C:10]2[CH:11]=[CH:12][CH:13]=[CH:14][C:9]=2[S:8][CH2:7][C:6]1=[O:15].[CH2:17]([CH:22]1[CH2:28][CH:27]2[NH:29][CH:24]([CH2:25][CH2:26]2)[CH2:23]1)[CH2:18][CH2:19][CH2:20][CH3:21]. The catalyst is CC#N. The product is [CH3:16][C@H:3]([CH2:2][N:29]1[CH:24]2[CH2:25][CH2:26][CH:27]1[CH2:28][CH:22]([CH2:17][CH2:18][CH2:19][CH2:20][CH3:21])[CH2:23]2)[CH2:4][N:5]1[C:10]2[CH:11]=[CH:12][CH:13]=[CH:14][C:9]=2[S:8][CH2:7][C:6]1=[O:15]. The yield is 0.490. (7) The reactants are [C:1]1(=[O:8])O[C:5](=[O:6])[CH:4]=[C:2]1[CH3:3].[NH2:9][C:10]1[CH:15]=[CH:14][C:13]([Br:16])=[CH:12][N:11]=1. The catalyst is C1(C)C=CC=CC=1. The product is [Br:16][C:13]1[CH:14]=[CH:15][C:10]([N:9]2[C:5](=[O:6])[CH:4]=[C:2]([CH3:3])[C:1]2=[O:8])=[N:11][CH:12]=1. The yield is 0.710. (8) The reactants are [NH2:1][C:2]1[CH:3]=[C:4]([O:9][CH3:10])[C:5](Br)=[CH:6][CH:7]=1.[C:22]([O:21][C:19](O[C:19]([O:21][C:22]([CH3:25])([CH3:24])[CH3:23])=[O:20])=[O:20])([CH3:25])([CH3:24])[CH3:23].[B:26]1([B:26]2[O:30][C:29]([CH3:32])([CH3:31])[C:28]([CH3:34])([CH3:33])[O:27]2)[O:30][C:29]([CH3:32])([CH3:31])[C:28]([CH3:34])([CH3:33])[O:27]1.C([O-])(=O)C.[K+]. The catalyst is O1CCOCC1.CN(C=O)C. The product is [C:22]([O:21][C:19](=[O:20])[NH:1][C:2]1[CH:7]=[CH:6][C:5]([B:26]2[O:30][C:29]([CH3:32])([CH3:31])[C:28]([CH3:34])([CH3:33])[O:27]2)=[C:4]([O:9][CH3:10])[CH:3]=1)([CH3:23])([CH3:24])[CH3:25]. The yield is 0.410.